Dataset: Forward reaction prediction with 1.9M reactions from USPTO patents (1976-2016). Task: Predict the product of the given reaction. (1) Given the reactants [CH:1]1([NH:5][C:6]2[CH:15]=[CH:14][C:13]([F:16])=[CH:12][C:7]=2[C:8]([O:10]C)=[O:9])[CH2:4][CH2:3][CH2:2]1.[OH-].[Na+], predict the reaction product. The product is: [CH:1]1([NH:5][C:6]2[CH:15]=[CH:14][C:13]([F:16])=[CH:12][C:7]=2[C:8]([OH:10])=[O:9])[CH2:4][CH2:3][CH2:2]1. (2) The product is: [CH3:1][C:2]1[N:3]=[CH:4][C:5]([CH2:6][OH:7])=[CH:10][CH:11]=1. Given the reactants [CH3:1][C:2]1[CH:11]=[CH:10][C:5]([C:6](OC)=[O:7])=[CH:4][N:3]=1.[H-].[H-].[H-].[H-].[Li+].[Al+3].O.[OH-].[Na+], predict the reaction product. (3) Given the reactants [F:1][C:2]1[CH:3]=[C:4]2[C:8](=[CH:9][CH:10]=1)[N:7]([CH2:11][C:12]([OH:14])=[O:13])[C:6]([CH3:15])=[C:5]2C1C2C(=CC=CC=2)C(=O)N(C(C)C)C=1.CC1(C)C(C)(C)OB([C:38]2[C:47]3[C:42](=[CH:43][CH:44]=[CH:45][CH:46]=3)[C:41](=[O:48])[N:40]([CH2:49][C:50]([F:53])([F:52])[F:51])[CH:39]=2)O1, predict the reaction product. The product is: [F:1][C:2]1[CH:3]=[C:4]2[C:8](=[CH:9][CH:10]=1)[N:7]([CH2:11][C:12]([OH:14])=[O:13])[C:6]([CH3:15])=[C:5]2[C:38]1[C:47]2[C:42](=[CH:43][CH:44]=[CH:45][CH:46]=2)[C:41](=[O:48])[N:40]([CH2:49][C:50]([F:51])([F:52])[F:53])[CH:39]=1. (4) Given the reactants [C:1]([O-:4])(O)=[O:2].[Na+].[NH2:6][C@H:7]([CH2:11][C:12]1[CH:17]=[C:16]([C:18]([F:21])([F:20])[F:19])[C:15]([NH2:22])=[C:14]([Cl:23])[CH:13]=1)[C:8]([OH:10])=[O:9], predict the reaction product. The product is: [NH2:22][C:15]1[C:16]([C:18]([F:20])([F:21])[F:19])=[CH:17][C:12]([CH2:11][C@@H:7]([NH:6][C:1]([O:4][C:12]([CH3:17])([CH3:13])[CH3:11])=[O:2])[C:8]([OH:10])=[O:9])=[CH:13][C:14]=1[Cl:23]. (5) The product is: [C:10]1([C:7]2[CH:6]=[C:5]([CH2:1][CH2:17][C@H:16]([OH:19])[CH2:18][OH:41])[NH:9][N:8]=2)[CH:15]=[CH:14][CH:13]=[CH:12][CH:11]=1. Given the reactants [CH2:1]([C:5]1[NH:9][N:8]=[C:7]([C:10]2[CH:15]=[CH:14][CH:13]=[CH:12][CH:11]=2)[CH:6]=1)CC=C.[CH:16]([OH:19])([CH3:18])[CH3:17].CC[C@@H]1[C@@H]2C[C@H]([C@@H](OC3C4C(=CC=CC=4)C(O[C@@H](C4C=CN=C5C=4C=C(OC)C=C5)[C@@H]4N5C[C@H](CC)[C@@H](CC5)C4)=NN=3)C3C=CN=C4C=3C=C([O:41]C)C=C4)N(CC2)C1, predict the reaction product. (6) Given the reactants Cl[C:2]([C:4]1[CH:13]=[CH:12][C:7]([C:8]([O:10][CH3:11])=[O:9])=[CH:6][CH:5]=1)=[O:3].[NH2:14][C:15]1[CH:20]=[C:19]([C:21]2[S:22][CH:23]=[CH:24][CH:25]=2)[CH:18]=[CH:17][C:16]=1[NH:26][C:27](=[O:33])[O:28][C:29]([CH3:32])([CH3:31])[CH3:30].C(Cl)(Cl)Cl, predict the reaction product. The product is: [C:29]([O:28][C:27]([NH:26][C:16]1[CH:17]=[CH:18][C:19]([C:21]2[S:22][CH:23]=[CH:24][CH:25]=2)=[CH:20][C:15]=1[NH:14][C:2]([C:4]1[CH:13]=[CH:12][C:7]([C:8]([O:10][CH3:11])=[O:9])=[CH:6][CH:5]=1)=[O:3])=[O:33])([CH3:32])([CH3:30])[CH3:31]. (7) Given the reactants Br[C:2]1[CH:3]=[C:4]([CH2:8][CH2:9][CH2:10][N:11]2[CH2:16][CH2:15][N:14]([C:17]([O:19][CH2:20][C:21]([NH:23][CH3:24])=[O:22])=[O:18])[CH2:13][CH2:12]2)[CH:5]=[CH:6][CH:7]=1.C(=O)([O-])[O-].[Na+].[Na+].[Cl:31][C:32]1[CH:33]=[C:34](B(O)O)[CH:35]=[CH:36][CH:37]=1, predict the reaction product. The product is: [Cl:31][C:32]1[CH:37]=[C:36]([C:2]2[CH:7]=[CH:6][CH:5]=[C:4]([CH2:8][CH2:9][CH2:10][N:11]3[CH2:16][CH2:15][N:14]([C:17]([O:19][CH2:20][C:21]([NH:23][CH3:24])=[O:22])=[O:18])[CH2:13][CH2:12]3)[CH:3]=2)[CH:35]=[CH:34][CH:33]=1. (8) Given the reactants [CH3:1][C@H:2]1[O:7][CH2:6][C@@H:5]([CH3:8])[NH:4][CH2:3]1.Br[C:10]1[CH:11]=[CH:12][C:13]2[O:14][CH2:15][C:16](=[O:20])[NH:17][C:18]=2[N:19]=1, predict the reaction product. The product is: [CH3:1][C@@H:2]1[CH2:3][N:4]([C:10]2[CH:11]=[CH:12][C:13]3[O:14][CH2:15][C:16](=[O:20])[NH:17][C:18]=3[N:19]=2)[C@H:5]([CH3:8])[CH2:6][O:7]1. (9) Given the reactants [F:8][C:7]([F:10])([F:9])[C:6](O[C:6](=[O:11])[C:7]([F:10])([F:9])[F:8])=[O:11].N1C(C)=CC=CC=1C.Cl.[N+:23]([C:26]1[CH:34]=[CH:33][C:29]([CH2:30][CH2:31][NH2:32])=[CH:28][CH:27]=1)([O-:25])=[O:24], predict the reaction product. The product is: [N+:23]([C:26]1[CH:27]=[CH:28][C:29]([CH2:30][CH2:31][NH:32][C:6](=[O:11])[C:7]([F:8])([F:9])[F:10])=[CH:33][CH:34]=1)([O-:25])=[O:24].